Dataset: Reaction yield outcomes from USPTO patents with 853,638 reactions. Task: Predict the reaction yield, written as a fraction of the theoretical maximum amount of product (1.0 means a 100% yield; for example, 0.34 means a 34% yield). (1) The reactants are [N:1]1[C:10]2[C:5](=[CH:6][CH:7]=[CH:8][CH:9]=2)[N:4]=[CH:3][C:2]=1[C:11]1[CH:12]=[C:13]([NH2:17])[CH:14]=[CH:15][CH:16]=1.[CH3:18][S:19](Cl)(=[O:21])=[O:20]. The catalyst is N1C=CC=CC=1.O. The product is [N:1]1[C:10]2[C:5](=[CH:6][CH:7]=[CH:8][CH:9]=2)[N:4]=[CH:3][C:2]=1[C:11]1[CH:12]=[C:13]([NH:17][S:19]([CH3:18])(=[O:21])=[O:20])[CH:14]=[CH:15][CH:16]=1. The yield is 0.870. (2) The reactants are [CH2:1]([N:3]1[C:7]2[N:8]=[CH:9][CH:10]=[C:11]([OH:12])[C:6]=2[CH:5]=[N:4]1)[CH3:2].C([O-])([O-])=O.[Cs+].[Cs+].Br[CH2:20][CH2:21][CH2:22][CH2:23][CH2:24][S:25][C:26]1[C:35]2[C:30](=[CH:31][C:32]([C:36]([F:39])([F:38])[F:37])=[CH:33][CH:34]=2)[N:29]=[CH:28][CH:27]=1. The catalyst is CN(C=O)C. The product is [CH2:1]([N:3]1[C:7]2=[N:8][CH:9]=[CH:10][C:11]([O:12][CH2:20][CH2:21][CH2:22][CH2:23][CH2:24][S:25][C:26]3[C:35]4[C:30](=[CH:31][C:32]([C:36]([F:39])([F:37])[F:38])=[CH:33][CH:34]=4)[N:29]=[CH:28][CH:27]=3)=[C:6]2[CH:5]=[N:4]1)[CH3:2]. The yield is 0.400. (3) The reactants are [C:1]1([S:7]([NH:10][C:11]2[CH:16]=[CH:15][C:14]([N:17]([C:24]3[CH:31]=[CH:30][C:27]([C:28]#[N:29])=[CH:26][CH:25]=3)[CH2:18][C:19]([NH:21][CH2:22][CH3:23])=[O:20])=[CH:13][CH:12]=2)(=[O:9])=[O:8])[CH:6]=[CH:5][CH:4]=[CH:3][CH:2]=1.Cl.C(=O)([O-])[O-].[NH4+:37].[NH4+]. The catalyst is C(O)C. The product is [C:1]1([S:7]([NH:10][C:11]2[CH:12]=[CH:13][C:14]([N:17]([C:24]3[CH:25]=[CH:26][C:27]([C:28]([NH2:37])=[NH:29])=[CH:30][CH:31]=3)[CH2:18][C:19]([NH:21][CH2:22][CH3:23])=[O:20])=[CH:15][CH:16]=2)(=[O:8])=[O:9])[CH:2]=[CH:3][CH:4]=[CH:5][CH:6]=1. The yield is 0.540. (4) The reactants are [C:1]1([C:7]2[O:8][CH:9]=[C:10]([CH2:12][CH2:13][NH2:14])[N:11]=2)[CH:6]=[CH:5][CH:4]=[CH:3][CH:2]=1.[F:15][C:16]([F:32])([F:31])[C:17]1[O:21][N:20]=[C:19]([C:22]2[CH:23]=[N:24][CH:25]=[C:26]([CH:30]=2)[C:27](O)=[O:28])[N:18]=1. No catalyst specified. The product is [C:1]1([C:7]2[O:8][CH:9]=[C:10]([CH2:12][CH2:13][NH:14][C:27](=[O:28])[C:26]3[CH:30]=[C:22]([C:19]4[N:18]=[C:17]([C:16]([F:32])([F:31])[F:15])[O:21][N:20]=4)[CH:23]=[N:24][CH:25]=3)[N:11]=2)[CH:2]=[CH:3][CH:4]=[CH:5][CH:6]=1. The yield is 0.320.